This data is from Forward reaction prediction with 1.9M reactions from USPTO patents (1976-2016). The task is: Predict the product of the given reaction. (1) Given the reactants C([BH3-])#[N:2].[Na+].[NH2:5][C:6]1[C:38]([Br:39])=[CH:37][C:9]([CH2:10][C@H:11]([C:22]([N:24]2[CH2:29][CH2:28][CH:27]([CH:30]3[CH2:35][CH2:34][N:33]([CH3:36])[CH2:32][CH2:31]3)[CH2:26][CH2:25]2)=[O:23])[NH:12][C:13]([N:15]2[CH2:20][CH2:19][C:18](=O)[CH2:17][CH2:16]2)=[O:14])=[CH:8][C:7]=1[Br:40].C([O-])(=O)C.[NH4+].Cl, predict the reaction product. The product is: [NH2:5][C:6]1[C:38]([Br:39])=[CH:37][C:9]([CH2:10][C@H:11]([C:22]([N:24]2[CH2:29][CH2:28][CH:27]([CH:30]3[CH2:35][CH2:34][N:33]([CH3:36])[CH2:32][CH2:31]3)[CH2:26][CH2:25]2)=[O:23])[NH:12][C:13]([N:15]2[CH2:20][CH2:19][CH:18]([NH2:2])[CH2:17][CH2:16]2)=[O:14])=[CH:8][C:7]=1[Br:40]. (2) Given the reactants [N+:1]([C:4]1[CH:12]=[C:11]2[C:7]([CH:8]=[C:9]([C:20]([O:22][CH3:23])=[O:21])[N:10]2[C:13]([O:15][C:16]([CH3:19])([CH3:18])[CH3:17])=[O:14])=[CH:6][CH:5]=1)([O-])=O, predict the reaction product. The product is: [NH2:1][C:4]1[CH:12]=[C:11]2[C:7]([CH:8]=[C:9]([C:20]([O:22][CH3:23])=[O:21])[N:10]2[C:13]([O:15][C:16]([CH3:19])([CH3:18])[CH3:17])=[O:14])=[CH:6][CH:5]=1. (3) Given the reactants [CH3:1][O:2][C:3]1[C:8]2[N:9]=[C:10]([NH2:12])[S:11][C:7]=2[CH:6]=[CH:5][CH:4]=1.[Cl:13][C:14]1[CH:15]=[C:16]([CH:20]=[CH:21][CH:22]=1)[C:17](Cl)=[O:18].Br[CH:24]([CH2:29][CH3:30])[C:25]([O:27]C)=[O:26].FC1C2N=C(N)SC=2C=C(F)C=1.C1(C)C=CC(C(Cl)=O)=CC=1.BrCC(OCC)=O, predict the reaction product. The product is: [Cl:13][C:14]1[CH:15]=[C:16]([CH:20]=[CH:21][CH:22]=1)[C:17]([N:12]=[C:10]1[N:9]([CH:24]([CH2:29][CH3:30])[C:25]([OH:27])=[O:26])[C:8]2[C:3]([O:2][CH3:1])=[CH:4][CH:5]=[CH:6][C:7]=2[S:11]1)=[O:18]. (4) Given the reactants C(O[C:4]([C:6]1([CH2:12][CH2:13]OC)[CH2:11][CH2:10][NH:9][CH2:8][CH2:7]1)=[O:5])C.[F:16][C:17]([F:30])([F:29])[O:18][C:19]1[CH:24]=[CH:23][CH:22]=[CH:21][C:20]=1[S:25](Cl)(=[O:27])=[O:26].[F:31][C:32]([F:42])([F:41])[O:33][C:34]1[CH:40]=[CH:39][C:37]([NH2:38])=[CH:36][CH:35]=1, predict the reaction product. The product is: [F:16][C:17]([F:30])([F:29])[O:18][C:19]1[CH:24]=[CH:23][CH:22]=[CH:21][C:20]=1[S:25]([N:9]1[CH2:8][CH2:7][C:6]2([C:4](=[O:5])[N:38]([C:37]3[CH:39]=[CH:40][C:34]([O:33][C:32]([F:31])([F:41])[F:42])=[CH:35][CH:36]=3)[CH2:13][CH2:12]2)[CH2:11][CH2:10]1)(=[O:27])=[O:26]. (5) Given the reactants Cl[C:2]1[CH:9]=[N:8][CH:7]=[C:6]([Cl:10])[C:3]=1[C:4]#[N:5].[C:11]([C:19]1[CH:24]=[CH:23][C:22](B(O)O)=[CH:21][CH:20]=1)(=[O:18])[C:12]1[CH:17]=[CH:16][CH:15]=[CH:14][CH:13]=1, predict the reaction product. The product is: [C:11]([C:19]1[CH:24]=[CH:23][C:22]([C:2]2[CH:9]=[N:8][CH:7]=[C:6]([Cl:10])[C:3]=2[C:4]#[N:5])=[CH:21][CH:20]=1)(=[O:18])[C:12]1[CH:17]=[CH:16][CH:15]=[CH:14][CH:13]=1. (6) Given the reactants [CH3:1][C:2]1[CH:3]=[C:4]([N:11]2[CH2:16][CH2:15][O:14][CH2:13][CH2:12]2)[CH:5]=[CH:6][C:7]=1[N+:8]([O-])=O, predict the reaction product. The product is: [CH3:1][C:2]1[CH:3]=[C:4]([N:11]2[CH2:12][CH2:13][O:14][CH2:15][CH2:16]2)[CH:5]=[CH:6][C:7]=1[NH2:8]. (7) Given the reactants [F:1][C:2]1[CH:7]=[CH:6][C:5]([C:8]2([C:18]([NH2:20])=O)[C:12]3[CH:13]=[CH:14][CH:15]=[CH:16][C:11]=3[C:10](=[O:17])[O:9]2)=[CH:4][CH:3]=1.[NH2:21][CH2:22][CH:23](N)[CH3:24].C1(C)C=CC=CC=1, predict the reaction product. The product is: [F:1][C:2]1[CH:3]=[CH:4][C:5]([C@:8]2([OH:9])[C:12]3[CH:13]=[CH:14][CH:15]=[CH:16][C:11]=3[C:10](=[O:17])[N:21]3[CH2:22][C@@H:23]([CH3:24])[N:20]=[C:18]23)=[CH:6][CH:7]=1. (8) The product is: [Br:9][C:10]1[CH:15]=[CH:14][CH:13]=[CH:12][C:11]=1[O:8][CH:5]1[CH2:6][CH2:7][N:3]([CH2:1][CH3:2])[CH2:4]1. Given the reactants [CH2:1]([N:3]1[CH2:7][CH2:6][CH:5]([OH:8])[CH2:4]1)[CH3:2].[Br:9][C:10]1[CH:15]=[CH:14][CH:13]=[CH:12][C:11]=1O.C1(P(C2C=CC=CC=2)C2C=CC=CC=2)C=CC=CC=1.N(C(OC(C)C)=O)=NC(OC(C)C)=O, predict the reaction product. (9) Given the reactants Br[C:2]1[CH:7]=[CH:6][N:5]2[CH:8]=[C:9]([C:11]3[CH:16]=[CH:15][C:14]([O:17][CH2:18][F:19])=[CH:13][CH:12]=3)[N:10]=[C:4]2[CH:3]=1.Cl.[F:21][CH2:22][CH2:23][NH2:24], predict the reaction product. The product is: [F:21][CH2:22][CH2:23][NH:24][C:2]1[CH:7]=[CH:6][N:5]2[CH:8]=[C:9]([C:11]3[CH:16]=[CH:15][C:14]([O:17][CH2:18][F:19])=[CH:13][CH:12]=3)[N:10]=[C:4]2[CH:3]=1.